Predict the reaction yield, written as a fraction of the theoretical maximum amount of product (1.0 means a 100% yield; for example, 0.34 means a 34% yield). From a dataset of Reaction yield outcomes from USPTO patents with 853,638 reactions. (1) The reactants are Br[C:2]1[C:10]2[N:9]=[C:8]([CH3:11])[N:7]([CH2:12][C:13]3[CH:18]=[CH:17][CH:16]=[C:15]([C:19]([F:22])([F:21])[F:20])[C:14]=3[CH3:23])[C:6]=2[CH:5]=[C:4]([N:24]2[CH2:29][CH2:28][O:27][CH2:26][CH2:25]2)[CH:3]=1.[O:30]1[CH:34]=[CH:33][C:32](B(O)O)=[CH:31]1.C(=O)([O-])[O-].[Na+].[Na+].C(O)(C(F)(F)F)=O. The catalyst is COCCOC.O.C1C=CC(P(C2C=CC=CC=2)[C-]2C=CC=C2)=CC=1.C1C=CC(P(C2C=CC=CC=2)[C-]2C=CC=C2)=CC=1.Cl[Pd]Cl.[Fe+2].C(Cl)Cl.C(#N)C. The product is [O:30]1[CH:34]=[CH:33][C:32]([C:2]2[C:10]3[N:9]=[C:8]([CH3:11])[N:7]([CH2:12][C:13]4[CH:18]=[CH:17][CH:16]=[C:15]([C:19]([F:22])([F:21])[F:20])[C:14]=4[CH3:23])[C:6]=3[CH:5]=[C:4]([N:24]3[CH2:25][CH2:26][O:27][CH2:28][CH2:29]3)[CH:3]=2)=[CH:31]1. The yield is 0.141. (2) The reactants are C([O:3][P:4]([CH2:9][CH2:10][NH:11][CH2:12][C:13]([CH3:36])=[CH:14][CH2:15][C:16]1[C:17]([O:29]CC[Si](C)(C)C)=[C:18]2[C:22](=[C:23]([CH3:27])[C:24]=1[O:25][CH3:26])[CH2:21][O:20][C:19]2=[O:28])(=[O:8])[O:5]CC)C.C[Si](Br)(C)C.N1[C:47]([CH3:48])=[CH:46][CH:45]=[CH:44][C:43]=1[CH3:49]. The catalyst is C(#N)C. The product is [CH2:49]([N:11]([CH2:12][C:13]([CH3:36])=[CH:14][CH2:15][C:16]1[C:17]([OH:29])=[C:18]2[C:22](=[C:23]([CH3:27])[C:24]=1[O:25][CH3:26])[CH2:21][O:20][C:19]2=[O:28])[CH2:10][CH2:9][P:4](=[O:8])([OH:5])[OH:3])[C:43]1[CH:48]=[CH:47][CH:46]=[CH:45][CH:44]=1. The yield is 0.930.